Dataset: Catalyst prediction with 721,799 reactions and 888 catalyst types from USPTO. Task: Predict which catalyst facilitates the given reaction. (1) Reactant: [CH3:1][S:2]([NH:5][C:6]1[C:7]([CH3:12])=[N:8][CH:9]=[CH:10][CH:11]=1)(=[O:4])=[O:3].O.[Se](=O)=[O:15]. Product: [CH3:1][S:2]([NH:5][C:6]1[C:7]([CH:12]=[O:15])=[N:8][CH:9]=[CH:10][CH:11]=1)(=[O:3])=[O:4]. The catalyst class is: 12. (2) Reactant: [OH:1][CH2:2][C:3]1[CH2:4][CH2:5][N:6](C(OC(C)(C)C)=O)[CH2:7][C:8]=1[C:9]1[N:13]([CH:14]([CH3:16])[CH3:15])[N:12]=[CH:11][CH:10]=1.[ClH:24]. Product: [CH:14]([N:13]1[C:9]([C:8]2[CH2:7][NH:6][CH2:5][CH2:4][C:3]=2[CH2:2][OH:1])=[CH:10][CH:11]=[N:12]1)([CH3:16])[CH3:15].[ClH:24]. The catalyst class is: 12. (3) Reactant: [C:1]([C:3]1[N:4]([CH2:30][C:31]([OH:33])=O)[CH:5]=[C:6]([C:8]([C:14]2[CH:15]=[C:16]3[C:20](=[CH:21][CH:22]=2)[N:19]([C:23]2[CH:28]=[CH:27][C:26]([F:29])=[CH:25][CH:24]=2)[N:18]=[CH:17]3)([OH:13])[C:9]([F:12])([F:11])[F:10])[CH:7]=1)#[N:2].C([N:36](CC)CC)C.[Cl-].[NH4+].C1CN([P+](ON2N=NC3C=CC=CC2=3)(N2CCCC2)N2CCCC2)CC1.F[P-](F)(F)(F)(F)F. Product: [C:1]([C:3]1[N:4]([CH2:30][C:31]([NH2:36])=[O:33])[CH:5]=[C:6]([C:8]([C:14]2[CH:15]=[C:16]3[C:20](=[CH:21][CH:22]=2)[N:19]([C:23]2[CH:28]=[CH:27][C:26]([F:29])=[CH:25][CH:24]=2)[N:18]=[CH:17]3)([OH:13])[C:9]([F:12])([F:11])[F:10])[CH:7]=1)#[N:2]. The catalyst class is: 3. (4) Reactant: [F:1][C:2]([F:53])([F:52])[C:3]1[CH:4]=[C:5]([CH:45]=[C:46]([C:48]([F:51])([F:50])[F:49])[CH:47]=1)[CH2:6][N:7]([CH2:18][C:19]1[CH:24]=[C:23]([C:25]([F:28])([F:27])[F:26])[CH:22]=[CH:21][C:20]=1[N:29]([CH2:32][C@H:33]1[CH2:38][CH2:37][C@H:36]([CH2:39][C:40]([O:42]CC)=[O:41])[CH2:35][CH2:34]1)[CH2:30][CH3:31])[C:8]1[N:13]=[CH:12][C:11]([O:14][CH2:15][CH2:16][OH:17])=[CH:10][N:9]=1.[OH-].[Na+].Cl.C(OCC)(=O)C. Product: [F:53][C:2]([F:1])([F:52])[C:3]1[CH:4]=[C:5]([CH:45]=[C:46]([C:48]([F:49])([F:50])[F:51])[CH:47]=1)[CH2:6][N:7]([CH2:18][C:19]1[CH:24]=[C:23]([C:25]([F:28])([F:27])[F:26])[CH:22]=[CH:21][C:20]=1[N:29]([CH2:32][C@H:33]1[CH2:34][CH2:35][C@H:36]([CH2:39][C:40]([OH:42])=[O:41])[CH2:37][CH2:38]1)[CH2:30][CH3:31])[C:8]1[N:9]=[CH:10][C:11]([O:14][CH2:15][CH2:16][OH:17])=[CH:12][N:13]=1. The catalyst class is: 8. (5) Reactant: [Cl:1][C:2]1[N:7]=[C:6]([C:8]#N)[CH:5]=[CH:4][C:3]=1[OH:10].Cl.Cl.[O:13]1CCOC[CH2:14]1.C[OH:20]. Product: [Cl:1][C:2]1[N:7]=[C:6]([C:8]([O:13][CH3:14])=[O:20])[CH:5]=[CH:4][C:3]=1[OH:10]. The catalyst class is: 12. (6) Reactant: [F:1][C:2]1[CH:7]=[CH:6][C:5]([S:8]([NH:11][C:12]2([C:15]([O:17]C)=[O:16])[CH2:14][CH2:13]2)(=[O:10])=[O:9])=[CH:4][CH:3]=1.O.O[Li].O. Product: [F:1][C:2]1[CH:7]=[CH:6][C:5]([S:8]([NH:11][C:12]2([C:15]([OH:17])=[O:16])[CH2:14][CH2:13]2)(=[O:9])=[O:10])=[CH:4][CH:3]=1. The catalyst class is: 1. (7) Reactant: [C:1]([O:5][C:6]([CH2:8][CH:9]([C:12]#[N:13])[C:10]#[N:11])=[O:7])([CH3:4])([CH3:3])[CH3:2].[F:14][C:15]([F:21])([F:20])[CH2:16][CH2:17][CH2:18]Br.C(=O)([O-])[O-].[K+].[K+].Cl. Product: [C:1]([O:5][C:6]([CH2:8][C:9]([CH2:18][CH2:17][CH2:16][C:15]([F:21])([F:20])[F:14])([C:12]#[N:13])[C:10]#[N:11])=[O:7])([CH3:4])([CH3:2])[CH3:3]. The catalyst class is: 9. (8) Reactant: [CH:1](=[N:8][CH2:9][C:10]1[CH:15]=[CH:14][CH:13]=[CH:12][CH:11]=1)[C:2]1[CH:7]=[CH:6][CH:5]=[CH:4][CH:3]=1.[N+:16]([CH2:18][C:19]([O:21][CH2:22][CH3:23])=[O:20])#[C-:17]. Product: [CH2:1]([N:8]1[CH:9]([C:10]2[CH:15]=[CH:14][CH:13]=[CH:12][CH:11]=2)[CH:18]([C:19]([O:21][CH2:22][CH3:23])=[O:20])[N:16]=[CH:17]1)[C:2]1[CH:7]=[CH:6][CH:5]=[CH:4][CH:3]=1. The catalyst class is: 8. (9) Reactant: [CH3:1][O:2][C:3]1[CH:4]=[C:5]([NH:9][C:10](=[O:15])[C:11]([CH3:14])([CH3:13])[CH3:12])[CH:6]=[CH:7][CH:8]=1.[Li]CCCC.[Mg+2].[Br-].[Br-].CCOCC.[Cl:29][C:30]1[CH:35]=[CH:34][C:33]([S:36]([NH:39][C:40]2[C:41]([CH:47]=[O:48])=[N:42][CH:43]=[C:44]([Cl:46])[CH:45]=2)(=[O:38])=[O:37])=[CH:32][C:31]=1[C:49]([F:52])([F:51])[F:50]. Product: [Cl:46][C:44]1[CH:45]=[C:40]([NH:39][S:36]([C:33]2[CH:34]=[CH:35][C:30]([Cl:29])=[C:31]([C:49]([F:50])([F:52])[F:51])[CH:32]=2)(=[O:37])=[O:38])[C:41]([CH:47]([OH:48])[C:4]2[C:3]([O:2][CH3:1])=[CH:8][CH:7]=[CH:6][C:5]=2[NH:9][C:10](=[O:15])[C:11]([CH3:12])([CH3:14])[CH3:13])=[N:42][CH:43]=1. The catalyst class is: 1. (10) Reactant: [Cl:1][C:2]1[CH:3]=[C:4](I)[CH:5]=[C:6]2[C:11]=1[O:10][CH:9]([C:12]([F:15])([F:14])[F:13])[C:8]([C:16]([O:18][CH2:19][CH3:20])=[O:17])=[CH:7]2.[CH2:22]([Sn](CCCC)(CCCC)C#C)[CH2:23]CC. Product: [Cl:1][C:2]1[CH:3]=[C:4]([C:22]#[CH:23])[CH:5]=[C:6]2[C:11]=1[O:10][CH:9]([C:12]([F:15])([F:14])[F:13])[C:8]([C:16]([O:18][CH2:19][CH3:20])=[O:17])=[CH:7]2. The catalyst class is: 206.